This data is from Peptide-MHC class I binding affinity with 185,985 pairs from IEDB/IMGT. The task is: Regression. Given a peptide amino acid sequence and an MHC pseudo amino acid sequence, predict their binding affinity value. This is MHC class I binding data. (1) The peptide sequence is GRWMLPQGM. The MHC is HLA-B58:01 with pseudo-sequence HLA-B58:01. The binding affinity (normalized) is 0.0847. (2) The peptide sequence is VVYKLLRF. The MHC is H-2-Kb with pseudo-sequence H-2-Kb. The binding affinity (normalized) is 0.111. (3) The peptide sequence is RAKRKPAMST. The MHC is HLA-A02:03 with pseudo-sequence HLA-A02:03. The binding affinity (normalized) is 0.332. (4) The binding affinity (normalized) is 0.698. The peptide sequence is ITNITTDSR. The MHC is HLA-A68:01 with pseudo-sequence HLA-A68:01. (5) The peptide sequence is GVPELGAFF. The MHC is HLA-A02:16 with pseudo-sequence HLA-A02:16. The binding affinity (normalized) is 0.0847. (6) The peptide sequence is PDLKTIHNIL. The MHC is HLA-A24:02 with pseudo-sequence HLA-A24:02. The binding affinity (normalized) is 0. (7) The peptide sequence is IVTDFSVIK. The MHC is HLA-A68:02 with pseudo-sequence HLA-A68:02. The binding affinity (normalized) is 0.169. (8) The peptide sequence is LPSCPTNFCIF. The MHC is HLA-C06:02 with pseudo-sequence HLA-C06:02. The binding affinity (normalized) is 0.0847.